Dataset: Clinical trial toxicity outcomes and FDA approval status for drugs. Task: Regression/Classification. Given a drug SMILES string, predict its toxicity properties. Task type varies by dataset: regression for continuous values (e.g., LD50, hERG inhibition percentage) or binary classification for toxic/non-toxic outcomes (e.g., AMES mutagenicity, cardiotoxicity, hepatotoxicity). Dataset: clintox. (1) The molecule is C=C1CC[C@@]2(O)[C@H]3Cc4ccc(O)c5c4[C@@]2(CC[NH+]3CC2CC2)[C@H]1O5. The result is 0 (passed clinical trial). (2) The drug is CC(C)c1cccc(C(C)C)c1OCOP(=O)([O-])[O-]. The result is 0 (passed clinical trial).